This data is from CYP3A4 substrate classification data from Carbon-Mangels et al.. The task is: Regression/Classification. Given a drug SMILES string, predict its absorption, distribution, metabolism, or excretion properties. Task type varies by dataset: regression for continuous measurements (e.g., permeability, clearance, half-life) or binary classification for categorical outcomes (e.g., BBB penetration, CYP inhibition). Dataset: cyp3a4_substrate_carbonmangels. (1) The drug is Cc1cnc(NC(=O)C2=C(O)c3ccccc3S(=O)(=O)N2C)s1. The result is 1 (substrate). (2) The molecule is Cc1cc(N(C)C)ccc1C[C@H](C)N. The result is 0 (non-substrate). (3) The compound is COC(=O)C1=C(C)NC(C)=C(C(=O)O[C@H]2CCN(Cc3ccccc3)C2)[C@H]1c1cccc([N+](=O)[O-])c1. The result is 1 (substrate). (4) The molecule is CN[C@@H]1CCc2[nH]c3ccc(C(N)=O)cc3c2C1. The result is 0 (non-substrate). (5) The drug is CC(C)(C(=O)O)c1ccc([C@@H](O)CCCN2CCC(C(O)(c3ccccc3)c3ccccc3)CC2)cc1. The result is 1 (substrate). (6) The result is 1 (substrate). The molecule is CN(C)CCc1c[nH]c2ccc(CS(=O)(=O)N3CCCC3)cc12. (7) The compound is O=C(O)c1cn(C2CC2)c2cc(N3CCNCC3)c(F)cc2c1=O. The result is 0 (non-substrate). (8) The compound is O=c1[nH]cc(F)c(=O)[nH]1. The result is 0 (non-substrate).